This data is from Forward reaction prediction with 1.9M reactions from USPTO patents (1976-2016). The task is: Predict the product of the given reaction. (1) Given the reactants [F:1][C:2]1[CH:10]=[C:9]2[C:5]([C:6]([C:20]3[CH:21]=[N:22][CH:23]=[CH:24][CH:25]=3)=[CH:7][N:8]2S(C2C=CC=CC=2)(=O)=O)=[CH:4][CH:3]=1.[OH-].[Na+], predict the reaction product. The product is: [F:1][C:2]1[CH:10]=[C:9]2[C:5]([C:6]([C:20]3[CH:21]=[N:22][CH:23]=[CH:24][CH:25]=3)=[CH:7][NH:8]2)=[CH:4][CH:3]=1. (2) Given the reactants Cl[C:2]1[N:3]=[C:4]([OH:12])[C:5]2[CH:11]=[CH:10][N:9]=[CH:8][C:6]=2[N:7]=1.[OH:13][C:14]1[CH:19]=[CH:18][C:17]([N:20]([CH3:30])[C:21](=[O:29])[CH2:22][C:23]2[CH:28]=[CH:27][CH:26]=[CH:25][CH:24]=2)=[CH:16][CH:15]=1, predict the reaction product. The product is: [OH:12][C:4]1[C:5]2[CH:11]=[CH:10][N:9]=[CH:8][C:6]=2[N:7]=[C:2]([O:13][C:14]2[CH:19]=[CH:18][C:17]([N:20]([CH3:30])[C:21](=[O:29])[CH2:22][C:23]3[CH:24]=[CH:25][CH:26]=[CH:27][CH:28]=3)=[CH:16][CH:15]=2)[N:3]=1. (3) Given the reactants [CH3:1][C:2]1[CH:7]=[CH:6][C:5]([NH:8][C:9](=[O:20])[C:10]2[CH:15]=[CH:14][CH:13]=[C:12]([C:16]([F:19])([F:18])[F:17])[CH:11]=2)=[CH:4][C:3]=1[C:21]1[N:22]=[C:23]([N:28]2[CH2:33][CH2:32][O:31][CH2:30][CH2:29]2)[C:24](=[O:27])[NH:25][CH:26]=1.[F:34][CH:35]([F:38])[CH2:36]I.C(=O)([O-])[O-].[K+].[K+], predict the reaction product. The product is: [F:34][CH:35]([F:38])[CH2:36][N:25]1[C:24](=[O:27])[C:23]([N:28]2[CH2:33][CH2:32][O:31][CH2:30][CH2:29]2)=[N:22][C:21]([C:3]2[CH:4]=[C:5]([NH:8][C:9](=[O:20])[C:10]3[CH:15]=[CH:14][CH:13]=[C:12]([C:16]([F:17])([F:19])[F:18])[CH:11]=3)[CH:6]=[CH:7][C:2]=2[CH3:1])=[CH:26]1. (4) Given the reactants [N+:1]([C:4]1[CH:12]=[C:8]([C:9]([OH:11])=O)[C:7]([NH2:13])=[CH:6][CH:5]=1)([O-:3])=[O:2].C1C=C2N=NN(O)C2=CC=1.O.C(Cl)CCl.[Cl:29][C:30]1[CH:31]=[C:32]([CH:35]=[CH:36][C:37]=1[Cl:38])[CH2:33][NH2:34], predict the reaction product. The product is: [Cl:29][C:30]1[CH:31]=[C:32]([CH:35]=[CH:36][C:37]=1[Cl:38])[CH2:33][NH:34][C:9](=[O:11])[C:8]1[CH:12]=[C:4]([N+:1]([O-:3])=[O:2])[CH:5]=[CH:6][C:7]=1[NH2:13]. (5) Given the reactants [OH-].[Na+].[CH3:3][C:4]1[C:13]2[C:8](=[CH:9][CH:10]=[CH:11][CH:12]=2)[N:7]=[C:6]([CH2:14][N:15]2[C:24](=[O:25])[C:23]3[N:22]([CH2:26][C:27]#[C:28][CH3:29])[C:21]([N:30]4[CH2:35][CH2:34][CH2:33][C@@H:32]([NH2:36])[CH2:31]4)=[N:20][C:19]=3[N:18]([CH2:37][C:38]([O:40]C)=[O:39])[C:16]2=[O:17])[N:5]=1.Cl, predict the reaction product. The product is: [CH3:3][C:4]1[C:13]2[C:8](=[CH:9][CH:10]=[CH:11][CH:12]=2)[N:7]=[C:6]([CH2:14][N:15]2[C:24](=[O:25])[C:23]3[N:22]([CH2:26][C:27]#[C:28][CH3:29])[C:21]([N:30]4[CH2:35][CH2:34][CH2:33][C@@H:32]([NH2:36])[CH2:31]4)=[N:20][C:19]=3[N:18]([CH2:37][C:38]([OH:40])=[O:39])[C:16]2=[O:17])[N:5]=1. (6) Given the reactants [CH2:1]([O:3][C:4]([C:6]1[CH:7]=[C:8]2[C:13](=[CH:14][CH:15]=1)[NH:12][CH:11]([C:16]1[CH:21]=[CH:20]C=C(NC(C(O)=O)(C)C)[CH:17]=1)[C:10]([CH3:30])([CH3:29])[CH2:9]2)=[O:5])[CH3:2].Cl.[CH3:32]N.[CH3:34][N:35]([C:37]([O:41]N1N=NC2C=CC=NC1=2)=[N+](C)C)C.F[P-](F)(F)(F)(F)F.C([N:60]([CH2:63][CH3:64])[CH2:61][CH3:62])C, predict the reaction product. The product is: [CH2:1]([O:3][C:4]([C:6]1[CH:7]=[C:8]2[C:13](=[CH:14][CH:15]=1)[NH:12][CH:11]([C:16]1[CH:21]=[CH:20][CH:64]=[C:63]([NH:60][C:61]([CH3:62])([C:37](=[O:41])[NH:35][CH3:34])[CH3:32])[CH:17]=1)[C:10]([CH3:30])([CH3:29])[CH2:9]2)=[O:5])[CH3:2]. (7) Given the reactants Cl[C:2]1[C:7]2[N:8]=[C:9]([CH3:11])[S:10][C:6]=2[C:5](B(O)O)=[CH:4][N:3]=1.Br[C:16]1[CH:21]=[CH:20][N:19]=[C:18]([CH3:22])[CH:17]=1.[NH2:23][C:24]1[N:25]=[C:26]([CH3:29])[S:27][CH:28]=1, predict the reaction product. The product is: [CH3:11][C:9]1[S:10][C:6]2[C:5]([C:16]3[CH:21]=[CH:20][N:19]=[C:18]([CH3:22])[CH:17]=3)=[CH:4][N:3]=[C:2]([NH:23][C:24]3[N:25]=[C:26]([CH3:29])[S:27][CH:28]=3)[C:7]=2[N:8]=1. (8) Given the reactants [NH2:1][C:2]1[N:6]([CH3:7])[N:5]=[CH:4][C:3]=1[NH:8][CH:9]=[O:10].[C:11](Cl)([C:24]1[CH:29]=[CH:28][CH:27]=[CH:26][CH:25]=1)([C:18]1[CH:23]=[CH:22][CH:21]=[CH:20][CH:19]=1)[C:12]1[CH:17]=[CH:16][CH:15]=[CH:14][CH:13]=1.C(N(CC)CC)C.O, predict the reaction product. The product is: [CH3:7][N:6]1[C:2]([NH:1][C:11]([C:12]2[CH:17]=[CH:16][CH:15]=[CH:14][CH:13]=2)([C:24]2[CH:25]=[CH:26][CH:27]=[CH:28][CH:29]=2)[C:18]2[CH:19]=[CH:20][CH:21]=[CH:22][CH:23]=2)=[C:3]([NH:8][CH:9]=[O:10])[CH:4]=[N:5]1. (9) Given the reactants [CH2:1]([C:3]1[CH:4]=[CH:5][C:6]([NH2:9])=[N:7][CH:8]=1)[CH3:2].[H-].[Na+].Br[C:13]1[C:14]2[N:15]([CH:20]=[CH:21][N:22]=2)[N:16]=[C:17]([Cl:19])[CH:18]=1.[NH4+].[Cl-], predict the reaction product. The product is: [Cl:19][C:17]1[CH:18]=[C:13]([NH:9][C:6]2[CH:5]=[CH:4][C:3]([CH2:1][CH3:2])=[CH:8][N:7]=2)[C:14]2[N:15]([CH:20]=[CH:21][N:22]=2)[N:16]=1. (10) The product is: [CH2:1]([N:8]1[CH2:14][C:13]2[C:16]([Br:20])=[CH:17][CH:18]=[CH:19][C:12]=2[O:11][CH2:10][CH2:9]1)[C:2]1[CH:3]=[CH:4][CH:5]=[CH:6][CH:7]=1. Given the reactants [CH2:1]([N:8]1[C:14](=O)[C:13]2[C:16]([Br:20])=[CH:17][CH:18]=[CH:19][C:12]=2[O:11][CH2:10][CH2:9]1)[C:2]1[CH:7]=[CH:6][CH:5]=[CH:4][CH:3]=1.B.O1CCCC1.CO.[OH-].[Na+], predict the reaction product.